Dataset: Reaction yield outcomes from USPTO patents with 853,638 reactions. Task: Predict the reaction yield, written as a fraction of the theoretical maximum amount of product (1.0 means a 100% yield; for example, 0.34 means a 34% yield). (1) The reactants are C([Mg]Cl)(C)C.[Si:6]([O:13][CH2:14][C:15]([O:17]CC)=O)([C:9]([CH3:12])([CH3:11])[CH3:10])([CH3:8])[CH3:7].Cl.[CH3:21][NH:22][O:23][CH3:24]. The catalyst is C1COCC1. The product is [Si:6]([O:13][CH2:14][C:15]([N:22]([O:23][CH3:24])[CH3:21])=[O:17])([C:9]([CH3:10])([CH3:11])[CH3:12])([CH3:7])[CH3:8]. The yield is 0.796. (2) The reactants are Br[C:2]1[C:7]([N+:8]([O-:10])=[O:9])=[CH:6][C:5]([CH3:11])=[CH:4][N:3]=1.[C:12]([Cu])#[N:13]. No catalyst specified. The product is [C:12]([C:2]1[C:7]([N+:8]([O-:10])=[O:9])=[CH:6][C:5]([CH3:11])=[CH:4][N:3]=1)#[N:13]. The yield is 0.790. (3) The reactants are [Cl:1][C:2]1[S:6][C:5]([Mg]Br)=[CH:4][CH:3]=1.CON(C)[C:12]([C@H:14]1[CH2:16][C@@H:15]1[C:17]([O:19][CH3:20])=[O:18])=[O:13]. The catalyst is C1COCC1. The product is [Cl:1][C:2]1[S:6][C:5]([C:12]([C@H:14]2[CH2:16][C@@H:15]2[C:17]([O:19][CH3:20])=[O:18])=[O:13])=[CH:4][CH:3]=1. The yield is 0.400. (4) The reactants are [C:1]([O:4][CH2:5][C@@H:6]1[CH2:10][CH2:9][CH2:8][N:7]1[C:11](Cl)=[O:12])(=[O:3])[CH3:2].[F:14][C:15]1[CH:22]=[C:21]([OH:23])[CH:20]=[C:19]([F:24])[C:16]=1[CH:17]=[O:18].C(N(CC)CC)C.C(Cl)Cl. The catalyst is O. The product is [C:1]([O:4][CH2:5][C@@H:6]1[CH2:10][CH2:9][CH2:8][N:7]1[C:11]([O:23][C:21]1[CH:22]=[C:15]([F:14])[C:16]([CH:17]=[O:18])=[C:19]([F:24])[CH:20]=1)=[O:12])(=[O:3])[CH3:2]. The yield is 0.460. (5) The reactants are C([O:3][C:4](=[O:31])[CH2:5][CH2:6][N:7]1[C:11]2[CH:12]=[CH:13][C:14]([C:16]([N:18]3[CH2:24][C:23]4([CH3:26])[CH2:25][CH:19]3[CH2:20][C:21]([CH3:28])([CH3:27])[CH2:22]4)=[O:17])=[CH:15][C:10]=2[N:9]=[C:8]1[CH2:29][CH3:30])C.[OH-].[Na+]. The catalyst is C(O)C. The product is [CH2:29]([C:8]1[N:7]([CH2:6][CH2:5][C:4]([OH:31])=[O:3])[C:11]2[CH:12]=[CH:13][C:14]([C:16]([N:18]3[CH2:24][C:23]4([CH3:26])[CH2:25][CH:19]3[CH2:20][C:21]([CH3:27])([CH3:28])[CH2:22]4)=[O:17])=[CH:15][C:10]=2[N:9]=1)[CH3:30]. The yield is 0.110.